From a dataset of Forward reaction prediction with 1.9M reactions from USPTO patents (1976-2016). Predict the product of the given reaction. (1) Given the reactants [Si]([O:8][CH2:9][C:10]1([CH3:39])[S:16][CH2:15][CH2:14][N:13]2[C:17]([C:20]3([C:23]4[CH:28]=[CH:27][C:26]([C:29]5[CH:34]=[CH:33][C:32]([C:35]([F:38])([F:37])[F:36])=[CH:31][N:30]=5)=[CH:25][CH:24]=4)[CH2:22][CH2:21]3)=[N:18][N:19]=[C:12]2[CH2:11]1)(C(C)(C)C)(C)C.Cl, predict the reaction product. The product is: [CH3:39][C:10]1([CH2:9][OH:8])[S:16][CH2:15][CH2:14][N:13]2[C:17]([C:20]3([C:23]4[CH:28]=[CH:27][C:26]([C:29]5[CH:34]=[CH:33][C:32]([C:35]([F:38])([F:37])[F:36])=[CH:31][N:30]=5)=[CH:25][CH:24]=4)[CH2:21][CH2:22]3)=[N:18][N:19]=[C:12]2[CH2:11]1. (2) Given the reactants Cl.Cl.[N:3]1[N:7]2[CH2:8][CH2:9][CH2:10][NH:11][C:6]2=[C:5]([CH2:12][CH2:13][NH2:14])[CH:4]=1.[CH:15](OCC)=[O:16].C[O-].[Na+], predict the reaction product. The product is: [N:3]1[N:7]2[CH2:8][CH2:9][CH2:10][NH:11][C:6]2=[C:5]([CH2:12][CH2:13][NH:14][CH:15]=[O:16])[CH:4]=1. (3) Given the reactants Br[C:2]1[S:6][C:5]([C:7]([N:9]([CH2:11][CH2:12][C:13]2[CH:18]=[CH:17][CH:16]=[C:15]([O:19][CH3:20])[CH:14]=2)[CH3:10])=[O:8])=[CH:4][CH:3]=1.[F:21][C:22]1[CH:23]=[C:24](B(O)O)[CH:25]=[CH:26][CH:27]=1, predict the reaction product. The product is: [F:21][C:22]1[CH:27]=[C:26]([C:2]2[S:6][C:5]([C:7]([N:9]([CH2:11][CH2:12][C:13]3[CH:18]=[CH:17][CH:16]=[C:15]([O:19][CH3:20])[CH:14]=3)[CH3:10])=[O:8])=[CH:4][CH:3]=2)[CH:25]=[CH:24][CH:23]=1.